From a dataset of Reaction yield outcomes from USPTO patents with 853,638 reactions. Predict the reaction yield, written as a fraction of the theoretical maximum amount of product (1.0 means a 100% yield; for example, 0.34 means a 34% yield). (1) The reactants are [NH2:1][C:2]1[CH:7]=[CH:6][C:5]([C:8]2[CH:13]=[CH:12][C:11]([C:14](=[O:26])[CH2:15][CH:16]([CH2:22][CH2:23][O:24][CH3:25])[C:17]([O:19]CC)=[O:18])=[CH:10][CH:9]=2)=[CH:4][CH:3]=1.Cl[C:28]1[S:29][C:30]2[CH:36]=[CH:35][CH:34]=[CH:33][C:31]=2[N:32]=1.[OH-].[Na+].CO. The catalyst is C(O)CCC. The product is [S:29]1[C:30]2[CH:36]=[CH:35][CH:34]=[CH:33][C:31]=2[N:32]=[C:28]1[NH:1][C:2]1[CH:3]=[CH:4][C:5]([C:8]2[CH:9]=[CH:10][C:11]([C:14](=[O:26])[CH2:15][CH:16]([CH2:22][CH2:23][O:24][CH3:25])[C:17]([OH:19])=[O:18])=[CH:12][CH:13]=2)=[CH:6][CH:7]=1. The yield is 0.310. (2) The reactants are [CH3:1][N:2]([CH3:20])[CH:3]1[CH2:7][N:6](C(OCC2C=CC=CC=2)=O)[CH2:5][C:4]1([CH3:19])[CH3:18]. The catalyst is CO.[Pd]. The product is [CH3:1][N:2]([CH3:20])[CH:3]1[C:4]([CH3:19])([CH3:18])[CH2:5][NH:6][CH2:7]1. The yield is 1.00.